Dataset: Full USPTO retrosynthesis dataset with 1.9M reactions from patents (1976-2016). Task: Predict the reactants needed to synthesize the given product. Given the product [CH3:30][O:29]/[N:28]=[C:16]1/[C@@H:15]2[C@@H:25]([C@:23]3([CH3:24])[CH:18]([CH2:17]/1)[CH2:19][C:20](=[O:50])[CH2:21][CH2:22]3)[CH2:26][CH2:27][C@@:4]1([CH3:5])[C@H:6]2[CH2:7][CH2:8][C:3]1=[O:12], predict the reactants needed to synthesize it. The reactants are: C1CO[C:8]23OCC[O:12][C:3]2([C@:4]2([CH2:27][CH2:26][C@H:25]4[C@@H:15](/[C:16](=[N:28]/[O:29][CH3:30])/[CH2:17][CH:18]5[C@:23]4([CH3:24])[CH2:22][CH2:21][CH2:20][CH2:19]5)[C@@H:6]2[CH2:7]3)[CH3:5])O1.C=C1C2[C@](C)(CCC(=[O:50])C2)[C@@H]2[C@H]([C@H]3[C@@](CC2)(C)C(=O)CC3)C1.